This data is from Forward reaction prediction with 1.9M reactions from USPTO patents (1976-2016). The task is: Predict the product of the given reaction. (1) The product is: [CH2:1]([O:5][C:6]([C:8]1[N:13]=[C:12]([C:14]2[CH:19]=[CH:18][CH:17]=[CH:16][CH:15]=2)[C:11]2[C:20]([CH2:23][Br:31])=[N:21][S:22][C:10]=2[C:9]=1[O:24][C:25](=[O:30])[C:26]([CH3:29])([CH3:28])[CH3:27])=[O:7])[CH2:2][CH2:3][CH3:4]. Given the reactants [CH2:1]([O:5][C:6]([C:8]1[N:13]=[C:12]([C:14]2[CH:19]=[CH:18][CH:17]=[CH:16][CH:15]=2)[C:11]2[C:20]([CH3:23])=[N:21][S:22][C:10]=2[C:9]=1[O:24][C:25](=[O:30])[C:26]([CH3:29])([CH3:28])[CH3:27])=[O:7])[CH2:2][CH2:3][CH3:4].[Br:31]N1C(=O)CCC1=O, predict the reaction product. (2) Given the reactants [Br:1][C:2]1[CH:3]=[C:4]([S:9](Cl)(=[O:11])=[O:10])[CH:5]=[CH:6][C:7]=1[F:8].C(=O)(O)[O-].[Na+].[S:18]([O-])([O-])=O.[Na+].[Na+].COC([C:28]1[S:29][C:30]([N+]([O-])=O)=[C:31](Br)[CH:32]=1)=O.C[O-].[Na+].CO.C[CH2:43][O:44][C:45]([CH3:47])=[O:46], predict the reaction product. The product is: [CH3:43][O:44][C:45]([C:47]1[S:18][C:28]([S:29][CH3:30])=[C:32]([S:9]([C:4]2[CH:5]=[CH:6][C:7]([F:8])=[C:2]([Br:1])[CH:3]=2)(=[O:11])=[O:10])[CH:31]=1)=[O:46]. (3) Given the reactants [NH:1]([C:3]1[CH:12]=[CH:11][CH:10]=[C:9]2[C:4]=1[CH:5]=[CH:6][CH:7]=[N:8]2)[NH2:2].[CH3:13][C:14]1([C:29](O)=[O:30])[CH2:16][C:15]1([C:23]1[CH:28]=[CH:27][CH:26]=[CH:25][CH:24]=1)[C:17]1[CH:22]=[CH:21][CH:20]=[CH:19][CH:18]=1, predict the reaction product. The product is: [CH3:13][C:14]1([C:29]([NH:2][NH:1][C:3]2[CH:12]=[CH:11][CH:10]=[C:9]3[C:4]=2[CH:5]=[CH:6][CH:7]=[N:8]3)=[O:30])[CH2:16][C:15]1([C:17]1[CH:22]=[CH:21][CH:20]=[CH:19][CH:18]=1)[C:23]1[CH:28]=[CH:27][CH:26]=[CH:25][CH:24]=1. (4) Given the reactants [CH:1]1([C:7](=[NH:9])[NH2:8])[CH2:6][CH2:5][CH2:4][CH2:3][CH2:2]1.CCN(C(C)C)C(C)C.[Cl:19][C:20]([SH:23])(Cl)Cl, predict the reaction product. The product is: [Cl:19][C:20]1[S:23][N:8]=[C:7]([CH:1]2[CH2:6][CH2:5][CH2:4][CH2:3][CH2:2]2)[N:9]=1. (5) Given the reactants [NH2:1][C:2]1[CH:7]=[CH:6][C:5]([OH:8])=[C:4]([Cl:9])[CH:3]=1.[F:10][C:11]1[CH:12]=[C:13]([CH:16]=[CH:17][CH:18]=1)[CH2:14]O, predict the reaction product. The product is: [Cl:9][C:4]1[CH:3]=[C:2]([NH2:1])[CH:7]=[CH:6][C:5]=1[O:8][CH2:14][C:13]1[CH:16]=[CH:17][CH:18]=[C:11]([F:10])[CH:12]=1. (6) The product is: [CH:1]1([S:4]([NH:7][C:8]([C@@:10]23[CH2:12][C@H:11]2[CH:13]=[CH:31][CH2:30][CH2:29][CH:28]([CH3:33])[CH2:27][C@@H:26]([CH3:34])[C@H:25]([NH:35][C:36](=[O:42])[O:37][C:38]([CH3:40])([CH3:39])[CH3:41])[C:24](=[O:43])[N:19]2[CH2:20][C@H:21]([OH:23])[CH2:22][C@H:18]2[C:16](=[O:17])[NH:15]3)=[O:9])(=[O:5])=[O:6])[CH2:3][CH2:2]1. Given the reactants [CH:1]1([S:4]([NH:7][C:8]([C@@:10]2([NH:15][C:16]([C@@H:18]3[CH2:22][C@@H:21]([OH:23])[CH2:20][N:19]3[C:24](=[O:43])[C@@H:25]([NH:35][C:36](=[O:42])[O:37][C:38]([CH3:41])([CH3:40])[CH3:39])[C@H:26]([CH3:34])[CH2:27][CH:28]([CH3:33])[CH2:29][CH2:30][CH:31]=C)=[O:17])[CH2:12][C@H:11]2[CH:13]=C)=[O:9])(=[O:6])=[O:5])[CH2:3][CH2:2]1, predict the reaction product. (7) The product is: [CH2:54]([C:51]1[CH:50]=[CH:49][C:48]([CH2:47][C:45]2[CH:44]=[CH:43][C:42]([F:56])=[C:41]([C@:10]3([OH:40])[CH2:11][C@H:12]([CH2:31][OH:32])[C@@H:13]([OH:23])[C@H:14]([OH:15])[C@H:9]3[OH:8])[CH:46]=2)=[CH:53][CH:52]=1)[CH3:55]. Given the reactants C([O:8][C@@H:9]1[C@@H:14]([O:15]CC2C=CC=CC=2)[C@H:13]([O:23]CC2C=CC=CC=2)[C@@H:12]([CH2:31][O:32]CC2C=CC=CC=2)[CH2:11][C@:10]1([C:41]1[CH:46]=[C:45]([CH2:47][C:48]2[CH:53]=[CH:52][C:51]([CH2:54][CH3:55])=[CH:50][CH:49]=2)[CH:44]=[CH:43][C:42]=1[F:56])[OH:40])C1C=CC=CC=1, predict the reaction product. (8) Given the reactants Cl.[NH2:2][CH2:3][C:4](=O)[CH2:5][CH2:6][C:7]([OH:9])=[O:8].[CH3:11][C:12]1([CH3:20])[CH2:17][C:16](=[O:18])[CH2:15][C:14](=O)[CH2:13]1.C([O-])(=O)C.[Na+], predict the reaction product. The product is: [CH3:11][C:12]1([CH3:20])[CH2:13][C:14]2[NH:2][CH:3]=[C:4]([CH2:5][CH2:6][C:7]([OH:9])=[O:8])[C:15]=2[C:16](=[O:18])[CH2:17]1. (9) Given the reactants [NH2:1][CH2:2][C@@H:3]1[O:7][C:6](=[O:8])[N:5]([C:9]2[CH:14]=[C:13](F)[C:12]([C:16]3[CH2:17][CH2:18][N:19]([CH2:22][C:23]4[CH:28]=[CH:27][CH:26]=[CH:25][CH:24]=4)[CH2:20][CH:21]=3)=[C:11]([F:29])[CH:10]=2)[CH2:4]1.N(C[C@@H]1OC(=O)N(C2C=CC(C3CCN(CC4C=CC=CC=4)CC=3)=C(F)C=2)C1)=[N+]=[N-], predict the reaction product. The product is: [NH2:1][CH2:2][C@@H:3]1[O:7][C:6](=[O:8])[N:5]([C:9]2[CH:14]=[CH:13][C:12]([C:16]3[CH2:17][CH2:18][N:19]([CH2:22][C:23]4[CH:28]=[CH:27][CH:26]=[CH:25][CH:24]=4)[CH2:20][CH:21]=3)=[C:11]([F:29])[CH:10]=2)[CH2:4]1. (10) Given the reactants [Cl:1][C:2]1[C:8](I)=[CH:7][C:5]([NH2:6])=[C:4]([O:10][CH3:11])[CH:3]=1.[CH:12]1(B(O)O)[CH2:14][CH2:13]1.C1(P(C2CCCCC2)C2CCCCC2)CCCCC1, predict the reaction product. The product is: [Cl:1][C:2]1[C:8]([CH:12]2[CH2:14][CH2:13]2)=[CH:7][C:5]([NH2:6])=[C:4]([O:10][CH3:11])[CH:3]=1.